From a dataset of Reaction yield outcomes from USPTO patents with 853,638 reactions. Predict the reaction yield, written as a fraction of the theoretical maximum amount of product (1.0 means a 100% yield; for example, 0.34 means a 34% yield). The reactants are [CH3:1][C:2]1[CH:3]=[N:4][N:5]([CH:7]2[CH2:12][CH2:11][CH2:10][CH2:9][O:8]2)[CH:6]=1.O1CCCC1.C([Li])CCC.[CH2:23]([Sn:27](Cl)([CH2:32][CH2:33][CH2:34][CH3:35])[CH2:28][CH2:29][CH2:30][CH3:31])[CH2:24][CH2:25][CH3:26]. The catalyst is CCCCCC. The product is [CH3:1][C:2]1[CH:3]=[N:4][N:5]([CH:7]2[CH2:12][CH2:11][CH2:10][CH2:9][O:8]2)[C:6]=1[Sn:27]([CH2:28][CH2:29][CH2:30][CH3:31])([CH2:32][CH2:33][CH2:34][CH3:35])[CH2:23][CH2:24][CH2:25][CH3:26]. The yield is 0.740.